This data is from Catalyst prediction with 721,799 reactions and 888 catalyst types from USPTO. The task is: Predict which catalyst facilitates the given reaction. (1) Reactant: [NH2:1][C:2]1[NH:6][N:5]=[CH:4][C:3]=1[C:7]([O:9][CH2:10][CH3:11])=[O:8].[Cl:12]N1C(=O)CCC1=O.O. Product: [NH2:1][C:2]1[NH:6][N:5]=[C:4]([Cl:12])[C:3]=1[C:7]([O:9][CH2:10][CH3:11])=[O:8]. The catalyst class is: 391. (2) Reactant: C(N(CC)CC)C.[NH2:8][C:9]1[N:17]=[C:16]([CH3:18])[CH:15]=[CH:14][C:10]=1[C:11]([OH:13])=O.[F:19][C:20]([F:38])([F:37])[O:21][C:22]1[CH:23]=[C:24]([O:28][C:29]2[CH:36]=[CH:35][C:32]([CH2:33][NH2:34])=[CH:31][CH:30]=2)[CH:25]=[CH:26][CH:27]=1.CN([P+](ON1N=NC2C=CC=CC1=2)(N(C)C)N(C)C)C.F[P-](F)(F)(F)(F)F. Product: [F:19][C:20]([F:37])([F:38])[O:21][C:22]1[CH:23]=[C:24]([O:28][C:29]2[CH:36]=[CH:35][C:32]([CH2:33][NH:34][C:11](=[O:13])[C:10]3[CH:14]=[CH:15][C:16]([CH3:18])=[N:17][C:9]=3[NH2:8])=[CH:31][CH:30]=2)[CH:25]=[CH:26][CH:27]=1. The catalyst class is: 136. (3) Reactant: ClC(Cl)(O[C:5](=[O:11])OC(Cl)(Cl)Cl)Cl.[Cl:13][C:14]1[CH:19]=[C:18]([NH:20][NH2:21])[N:17]=[C:16]([CH3:22])[N:15]=1.C([O-])([O-])=O.[K+].[K+].Cl[CH2:30][C:31]1[CH:32]=[CH:33][C:34]([C:37]([F:40])([F:39])[F:38])=[N:35][CH:36]=1. Product: [Cl:13][C:14]1[N:15]=[C:16]([CH3:22])[N:17]2[C:5](=[O:11])[N:21]([CH2:30][C:31]3[CH:36]=[N:35][C:34]([C:37]([F:40])([F:38])[F:39])=[CH:33][CH:32]=3)[N:20]=[C:18]2[CH:19]=1. The catalyst class is: 20. (4) Reactant: [Br:1][C:2]1[CH:12]=[C:11]2[C:5]([CH:6]3[CH2:20][CH:8]([N:9]=[C:10]2[NH:13][CH2:14][CH:15](OC)OC)[CH2:7]3)=[CH:4][C:3]=1[F:21]. Product: [Br:1][C:2]1[CH:12]=[C:11]2[C:5](=[CH:4][C:3]=1[F:21])[CH:6]1[CH2:20][CH:8]([CH2:7]1)[N:9]1[C:10]2=[N:13][CH:14]=[CH:15]1. The catalyst class is: 33. (5) Product: [F:10][C:9]1[C:2]([F:1])=[C:3]2[C:4]([CH:5]=[CH:23][CH:24]([CH2:25][CH2:26][CH3:27])[O:22]2)=[CH:7][C:8]=1[CH:11]1[CH2:12][CH2:13][CH:14]([CH2:17][CH2:18][CH2:19][CH2:20][CH3:21])[CH2:15][CH2:16]1. Reactant: [F:1][C:2]1[C:3]([OH:22])=[C:4]([CH:7]=[C:8]([CH:11]2[CH2:16][CH2:15][CH:14]([CH2:17][CH2:18][CH2:19][CH2:20][CH3:21])[CH2:13][CH2:12]2)[C:9]=1[F:10])[CH:5]=O.[CH:23](/B(O)O)=[CH:24]\[CH2:25][CH2:26][CH3:27].C(NCC1C=CC=CC=1)C1C=CC=CC=1.O. The catalyst class is: 12. (6) Reactant: [C:1]([O:5][C@@H:6]([C:11]1[C:42]([CH3:43])=[N:41][C:40]2=[CH:44][C:37]3=[N:38][N:39]2[C:12]=1[C:13]1[CH:47]=[C:46]2[C:16]([O:17][CH2:18][CH2:19][N:20]2[CH2:21][CH2:22][CH2:23][CH2:24][CH2:25][C:26]2[CH:27]=[CH:28][CH:29]=[CH:30][C:31]=2[C:32]2[CH:45]=[C:36]3[CH:35]=[CH:34][CH:33]=2)=[C:15]([F:48])[CH:14]=1)[C:7]([O:9]C)=[O:8])([CH3:4])([CH3:3])[CH3:2].[OH-].[Na+]. Product: [C:1]([O:5][C@@H:6]([C:11]1[C:42]([CH3:43])=[N:41][C:40]2=[CH:44][C:37]3=[N:38][N:39]2[C:12]=1[C:13]1[CH:47]=[C:46]2[C:16]([O:17][CH2:18][CH2:19][N:20]2[CH2:21][CH2:22][CH2:23][CH2:24][CH2:25][C:26]2[CH:27]=[CH:28][CH:29]=[CH:30][C:31]=2[C:32]2[CH:45]=[C:36]3[CH:35]=[CH:34][CH:33]=2)=[C:15]([F:48])[CH:14]=1)[C:7]([OH:9])=[O:8])([CH3:4])([CH3:2])[CH3:3]. The catalyst class is: 5. (7) Reactant: Br[C:2]1[CH:3]=[N:4][CH:5]=[CH:6][CH:7]=1.[Li]CCCC.[CH2:13]([N:20]1[CH2:24][CH2:23][C:22]2([CH2:29][CH2:28][C:27](=[O:30])[CH2:26][CH2:25]2)[CH2:21]1)[C:14]1[CH:19]=[CH:18][CH:17]=[CH:16][CH:15]=1. Product: [CH2:13]([N:20]1[CH2:24][CH2:23][C:22]2([CH2:29][CH2:28][C:27]([C:2]3[CH:3]=[N:4][CH:5]=[CH:6][CH:7]=3)([OH:30])[CH2:26][CH2:25]2)[CH2:21]1)[C:14]1[CH:15]=[CH:16][CH:17]=[CH:18][CH:19]=1. The catalyst class is: 1. (8) Reactant: F[C:2]1[C:3]([N+:18]([O-:20])=[O:19])=[C:4]([N:12]2[CH:16]=[C:15]([CH3:17])[N:14]=[CH:13]2)[CH:5]=[C:6]([C:8]([F:11])([F:10])[F:9])[CH:7]=1.[CH3:21][O-:22].[Na+].CO.O. Product: [CH3:21][O:22][C:2]1[C:3]([N+:18]([O-:20])=[O:19])=[C:4]([N:12]2[CH:16]=[C:15]([CH3:17])[N:14]=[CH:13]2)[CH:5]=[C:6]([C:8]([F:11])([F:10])[F:9])[CH:7]=1. The catalyst class is: 5.